Dataset: CYP3A4 inhibition data for predicting drug metabolism from PubChem BioAssay. Task: Regression/Classification. Given a drug SMILES string, predict its absorption, distribution, metabolism, or excretion properties. Task type varies by dataset: regression for continuous measurements (e.g., permeability, clearance, half-life) or binary classification for categorical outcomes (e.g., BBB penetration, CYP inhibition). Dataset: cyp3a4_veith. (1) The compound is CCCCC(=O)Nc1ccc(C)c(O)c1. The result is 0 (non-inhibitor). (2) The molecule is Clc1ccc(-c2csc(N3CCC(c4ccccc4)C3)n2)cc1. The result is 0 (non-inhibitor). (3) The drug is C/C(CCN1CCCCc2nc(C)c(C)cc21)=N\O[C@@H](C)CN1CCCCc2nc(C)c(C)cc21. The result is 1 (inhibitor). (4) The molecule is CCC[C@H](Sc1nc(N)nc2nc[nH]c12)C(=O)O. The result is 0 (non-inhibitor).